From a dataset of Catalyst prediction with 721,799 reactions and 888 catalyst types from USPTO. Predict which catalyst facilitates the given reaction. (1) Reactant: [Br:1][C:2]1[CH:3]=[C:4]([N:8]([CH2:13][CH2:14][C:15](=[O:22])[C:16]2[CH:21]=[CH:20][CH:19]=[CH:18][CH:17]=2)[C:9](=[O:12])OC)[CH:5]=[CH:6][CH:7]=1.[CH2:23]([Mg]Br)[CH:24]=[CH2:25]. Product: [CH2:25]([C:15]1([C:16]2[CH:17]=[CH:18][CH:19]=[CH:20][CH:21]=2)[O:22][C:9](=[O:12])[N:8]([C:4]2[CH:5]=[CH:6][CH:7]=[C:2]([Br:1])[CH:3]=2)[CH2:13][CH2:14]1)[CH:24]=[CH2:23]. The catalyst class is: 1. (2) Reactant: N1C(C)=CC(C)=CC=1C.Cl[C:11]([O:13][CH3:14])=[O:12].[CH3:15][S:16][C:17](=[NH:43])[CH:18]([C:32]1[CH:37]=[C:36]([O:38][CH3:39])[C:35]([O:40][CH3:41])=[CH:34][C:33]=1[F:42])[NH:19][C:20]1[CH:25]=[CH:24][C:23]([C:26]2[N:30]=[C:29]([CH3:31])[O:28][N:27]=2)=[CH:22][CH:21]=1.Cl. Product: [CH3:14][O:13][C:11](=[O:12])[N:43]=[C:17]([S:16][CH3:15])[C:18]([C:32]1[CH:37]=[C:36]([O:38][CH3:39])[C:35]([O:40][CH3:41])=[CH:34][C:33]=1[F:42])=[N:19][C:20]1[CH:21]=[CH:22][C:23]([C:26]2[N:30]=[C:29]([CH3:31])[O:28][N:27]=2)=[CH:24][CH:25]=1. The catalyst class is: 11. (3) Reactant: FC(F)(F)C(O)=O.[CH3:8][N:9]([CH3:37])[CH2:10][CH2:11][CH:12]=[C:13]1[CH:18]2[CH:16]3[CH:17]2[CH2:19][CH:14]1[CH:15]3[C:20]1[NH:28][C:27]2[C:26](=[O:29])[N:25]([CH2:30][CH2:31][CH3:32])[C:24](=[O:33])[N:23]([CH2:34][CH2:35][CH3:36])[C:22]=2[N:21]=1. Product: [CH3:37][N:9]([CH3:8])[CH2:10][CH2:11][CH2:12][CH:13]1[CH:18]2[CH:16]3[CH:17]2[CH2:19][CH:14]1[CH:15]3[C:20]1[NH:28][C:27]2[C:26](=[O:29])[N:25]([CH2:30][CH2:31][CH3:32])[C:24](=[O:33])[N:23]([CH2:34][CH2:35][CH3:36])[C:22]=2[N:21]=1. The catalyst class is: 811. (4) Reactant: [C:12]([O:11][C:9](O[C:9]([O:11][C:12]([CH3:15])([CH3:14])[CH3:13])=[O:10])=[O:10])([CH3:15])([CH3:14])[CH3:13].[CH2:16]([O:18][C:19]([CH:21]1[CH2:38][N:25]2[CH2:26][CH2:27][C:28]3[C:33]([CH:24]2[CH2:23][CH:22]1[NH:39][CH2:40][C:41]1[CH:46]=[CH:45][CH:44]=[CH:43][CH:42]=1)=[CH:32][C:31]([O:34][CH3:35])=[C:30]([O:36][CH3:37])[CH:29]=3)=[O:20])[CH3:17]. Product: [CH2:16]([O:18][C:19]([CH:21]1[CH2:38][N:25]2[CH2:26][CH2:27][C:28]3[C:33]([CH:24]2[CH2:23][CH:22]1[N:39]([CH2:40][C:41]1[CH:46]=[CH:45][CH:44]=[CH:43][CH:42]=1)[C:9]([O:11][C:12]([CH3:13])([CH3:14])[CH3:15])=[O:10])=[CH:32][C:31]([O:34][CH3:35])=[C:30]([O:36][CH3:37])[CH:29]=3)=[O:20])[CH3:17]. The catalyst class is: 4. (5) Reactant: [F:1][C:2]1[CH:7]=[CH:6][C:5]([N:8]2[C:12]([C:13]([O:15]CC)=[O:14])=[CH:11][N:10]=[C:9]2[S:18][C:19]([C:32]2[CH:37]=[CH:36][CH:35]=[CH:34][CH:33]=2)([C:26]2[CH:31]=[CH:30][CH:29]=[CH:28][CH:27]=2)[C:20]2[CH:25]=[CH:24][CH:23]=[CH:22][CH:21]=2)=[CH:4][CH:3]=1.[OH-].[Na+].CO.C1COCC1. Product: [F:1][C:2]1[CH:7]=[CH:6][C:5]([N:8]2[C:12]([C:13]([OH:15])=[O:14])=[CH:11][N:10]=[C:9]2[S:18][C:19]([C:32]2[CH:33]=[CH:34][CH:35]=[CH:36][CH:37]=2)([C:26]2[CH:27]=[CH:28][CH:29]=[CH:30][CH:31]=2)[C:20]2[CH:25]=[CH:24][CH:23]=[CH:22][CH:21]=2)=[CH:4][CH:3]=1. The catalyst class is: 6. (6) Reactant: [CH2:1]([O:8][C:9]1[CH:14]=[CH:13][C:12]([C:15]2[CH:20]=[CH:19][CH:18]=[C:17]([CH2:21][N:22]3[C:30]4[C:25](=[CH:26][CH:27]=[CH:28][CH:29]=4)[C:24](Br)=[C:23]3[C:32]([O:34][CH2:35][CH3:36])=[O:33])[CH:16]=2)=[CH:11][CH:10]=1)[C:2]1[CH:7]=[CH:6][CH:5]=[CH:4][CH:3]=1.[C:37]([C:41]1[CH:46]=[CH:45][C:44](B(O)O)=[CH:43][CH:42]=1)([CH3:40])([CH3:39])[CH3:38].C([O-])([O-])=O.[Na+].[Na+].CCOC(C)=O. Product: [CH2:1]([O:8][C:9]1[CH:14]=[CH:13][C:12]([C:15]2[CH:20]=[CH:19][CH:18]=[C:17]([CH2:21][N:22]3[C:30]4[C:25](=[CH:26][CH:27]=[CH:28][CH:29]=4)[C:24]([C:44]4[CH:45]=[CH:46][C:41]([C:37]([CH3:40])([CH3:39])[CH3:38])=[CH:42][CH:43]=4)=[C:23]3[C:32]([O:34][CH2:35][CH3:36])=[O:33])[CH:16]=2)=[CH:11][CH:10]=1)[C:2]1[CH:7]=[CH:6][CH:5]=[CH:4][CH:3]=1. The catalyst class is: 104.